Dataset: Full USPTO retrosynthesis dataset with 1.9M reactions from patents (1976-2016). Task: Predict the reactants needed to synthesize the given product. (1) Given the product [F:49][C:47]1[CH:46]=[C:32]([CH:31]=[C:30]([F:29])[CH:48]=1)[C:33]([O:35][C:36]12[CH2:41][CH2:40][C:39](/[CH:11]=[CH:12]/[C:13]([O:15][CH3:16])=[O:14])([CH2:42][CH2:43]1)[CH2:38][CH2:37]2)=[O:34], predict the reactants needed to synthesize it. The reactants are: COC12CCC(/[CH:11]=[CH:12]/[C:13]([O:15][CH3:16])=[O:14])(CC1)CC2.COC12CCC(CO)(CC1)CC2.[F:29][C:30]1[CH:31]=[C:32]([CH:46]=[C:47]([F:49])[CH:48]=1)[C:33]([O:35][C:36]12[CH2:43][CH2:42][C:39](CO)([CH2:40][CH2:41]1)[CH2:38][CH2:37]2)=[O:34]. (2) Given the product [Br:22][C:23]1[CH:31]=[C:30]2[C:26]([C:27]([CH3:32])([CH3:33])[CH2:28][CH2:29]2)=[CH:25][C:24]=1[O:34][C:36]1[S:37][CH:38]=[C:39]([C:41]([NH:43][C:44]2[C:45]([O:66][CH3:67])=[N:46][C:47]([NH:52][CH2:53][CH2:54][N:55]([CH:63]([CH3:64])[CH3:65])[C:56](=[O:62])[O:57][C:58]([CH3:60])([CH3:61])[CH3:59])=[N:48][C:49]=2[O:50][CH3:51])=[O:42])[N:40]=1, predict the reactants needed to synthesize it. The reactants are: C(C1C=C(C=CC=1)OC1OC=C(C(OCC)=O)N=1)(C)(C)C.[Br:22][C:23]1[CH:31]=[C:30]2[C:26]([C:27]([CH3:33])([CH3:32])[CH2:28][CH2:29]2)=[CH:25][C:24]=1[OH:34].Br[C:36]1[S:37][CH:38]=[C:39]([C:41]([NH:43][C:44]2[C:45]([O:66][CH3:67])=[N:46][C:47]([NH:52][CH2:53][CH2:54][N:55]([CH:63]([CH3:65])[CH3:64])[C:56](=[O:62])[O:57][C:58]([CH3:61])([CH3:60])[CH3:59])=[N:48][C:49]=2[O:50][CH3:51])=[O:42])[N:40]=1. (3) Given the product [C:5]([C:9]1[C:17]([N+:1]([O-:4])=[O:2])=[CH:16][C:12]2[O:13][CH2:14][O:15][C:11]=2[CH:10]=1)([CH3:8])([CH3:6])[CH3:7], predict the reactants needed to synthesize it. The reactants are: [N+:1]([O-:4])(O)=[O:2].[C:5]([C:9]1[CH:17]=[CH:16][C:12]2[O:13][CH2:14][O:15][C:11]=2[CH:10]=1)([CH3:8])([CH3:7])[CH3:6].[OH-].[Na+].ClCCl. (4) Given the product [Cl:15][C:16]1[CH:17]=[CH:18][C:19]([C:22]2[O:26][N:25]=[C:24]([C:27]([N:10]3[CH2:9][C@H:8]([CH2:11][CH2:12][CH3:13])[NH:7][C:6](=[O:14])[C@@H:5]3[CH2:1][CH:2]([CH3:4])[CH3:3])=[O:28])[CH:23]=2)=[CH:20][CH:21]=1, predict the reactants needed to synthesize it. The reactants are: [CH2:1]([C@@H:5]1[NH:10][CH2:9][C@H:8]([CH2:11][CH2:12][CH3:13])[NH:7][C:6]1=[O:14])[CH:2]([CH3:4])[CH3:3].[Cl:15][C:16]1[CH:21]=[CH:20][C:19]([C:22]2[O:26][N:25]=[C:24]([C:27](O)=[O:28])[CH:23]=2)=[CH:18][CH:17]=1.C([C@@H]1N(C(=O)/C=C/C2C=CC=CC=2)C[C@H](CC(C)C)NC1=O)C(C)C. (5) Given the product [C:1]1([C@@H:7]([NH:9][C:10]2[CH:15]=[CH:14][N:13]=[C:12]([C:16]3[N:20]4[CH:21]=[C:22]([C:25]([OH:29])=[O:27])[CH:23]=[CH:24][C:19]4=[N:18][CH:17]=3)[N:11]=2)[CH3:8])[CH:6]=[CH:5][CH:4]=[CH:3][CH:2]=1, predict the reactants needed to synthesize it. The reactants are: [C:1]1([C@@H:7]([NH:9][C:10]2[CH:15]=[CH:14][N:13]=[C:12]([C:16]3[N:20]4[CH:21]=[C:22]([C:25]#N)[CH:23]=[CH:24][C:19]4=[N:18][CH:17]=3)[N:11]=2)[CH3:8])[CH:6]=[CH:5][CH:4]=[CH:3][CH:2]=1.[OH-:27].[K+].[OH2:29].